Predict the reactants needed to synthesize the given product. From a dataset of Full USPTO retrosynthesis dataset with 1.9M reactions from patents (1976-2016). (1) Given the product [Cl:1][C:2]1[C:7]([F:8])=[CH:6][CH:5]=[CH:4][C:3]=1[N:9]1[C:13]([S:14][C:15]2[CH:16]=[N:17][C:18]([Cl:21])=[CH:19][CH:20]=2)=[CH:12][C:11]([C:22]([NH:28][CH3:27])=[O:24])=[N:10]1, predict the reactants needed to synthesize it. The reactants are: [Cl:1][C:2]1[C:7]([F:8])=[CH:6][CH:5]=[CH:4][C:3]=1[N:9]1[C:13]([S:14][C:15]2[CH:16]=[N:17][C:18]([Cl:21])=[CH:19][CH:20]=2)=[CH:12][C:11]([C:22]([O:24]CC)=O)=[N:10]1.[CH3:27][NH2:28].CO. (2) The reactants are: [N+:1]([C:4]1[CH:5]=[CH:6][C:7]([O:10][C:11]2[CH:12]=[C:13]3[C:18](=[CH:19][CH:20]=2)[O:17][CH:16]([C:21]2[CH:26]=[CH:25][CH:24]=[CH:23][CH:22]=2)[CH2:15][CH2:14]3)=[N:8][CH:9]=1)([O-:3])=[O:2].[N+:27](C1C=CC(C2CCC3C(=CC=C(O)C=3)O2)=CC=1)([O-:29])=[O:28]. Given the product [N+:1]([C:4]1[CH:5]=[CH:6][C:7]([O:10][C:11]2[CH:12]=[C:13]3[C:18](=[CH:19][CH:20]=2)[O:17][CH:16]([C:21]2[CH:22]=[CH:23][C:24]([N+:27]([O-:29])=[O:28])=[CH:25][CH:26]=2)[CH2:15][CH2:14]3)=[N:8][CH:9]=1)([O-:3])=[O:2], predict the reactants needed to synthesize it. (3) Given the product [ClH:1].[CH3:34][O:33][CH2:32][CH2:31][N:30]([CH2:29][C:25]1[CH:24]=[N:23][CH:28]=[CH:27][CH:26]=1)[C:20](=[O:21])[CH2:19][C:18]1[N:12]2[CH:13]=[CH:14][C:15]([CH3:17])=[CH:16][C:11]2=[N:10][C:9]=1[C:4]1[CH:5]=[CH:6][C:7]([Cl:8])=[C:2]([Cl:1])[CH:3]=1, predict the reactants needed to synthesize it. The reactants are: [Cl:1][C:2]1[CH:3]=[C:4]([C:9]2[N:10]=[C:11]3[CH:16]=[C:15]([CH3:17])[CH:14]=[CH:13][N:12]3[C:18]=2[CH2:19][C:20](O)=[O:21])[CH:5]=[CH:6][C:7]=1[Cl:8].[N:23]1[CH:28]=[CH:27][CH:26]=[C:25]([CH2:29][NH:30][CH2:31][CH2:32][O:33][CH3:34])[CH:24]=1. (4) Given the product [CH2:27]([N:7]1[C:8]2[C:13](=[CH:12][CH:11]=[C:10]([N+:14]([O-:16])=[O:15])[CH:9]=2)[C:5]([C:3]([C:10]2[CH:9]=[CH:8][C:13]([CH3:5])=[CH:12][CH:11]=2)([OH:4])[C:2]([F:1])([F:17])[F:18])=[CH:6]1)[C:19]1[CH:24]=[CH:23][CH:22]=[CH:21][CH:20]=1, predict the reactants needed to synthesize it. The reactants are: [F:1][C:2]([F:18])([F:17])[C:3]([C:5]1[C:13]2[C:8](=[CH:9][C:10]([N+:14]([O-:16])=[O:15])=[CH:11][CH:12]=2)[NH:7][CH:6]=1)=[O:4].[C:19]1([CH3:27])[CH:24]=[CH:23][C:22]([Mg]Br)=[CH:21][CH:20]=1.[Cl-].[NH4+]. (5) Given the product [NH2:3][C@@H:6]1[CH2:11][CH2:10][N:9]([C:12]([O:14][CH2:15][C:16]2[CH:17]=[CH:18][CH:19]=[CH:20][CH:21]=2)=[O:13])[CH2:8][C@H:7]1[O:22][S:23]([C:26]1[CH:27]=[CH:28][C:29]([CH3:30])=[CH:31][CH:32]=1)(=[O:25])=[O:24].[NH2:33][C@H:36]1[C@H:41]([O:42][S:43]([C:46]2[CH:47]=[CH:48][C:49]([CH3:50])=[CH:51][CH:52]=2)(=[O:44])=[O:45])[CH2:40][CH2:39][N:38]([C:53]([O:55][CH2:56][C:57]2[CH:58]=[CH:59][CH:60]=[CH:61][CH:62]=2)=[O:54])[CH2:37]1, predict the reactants needed to synthesize it. The reactants are: [BH4-].[Na+].[N:3]([C@@H:6]1[CH2:11][CH2:10][N:9]([C:12]([O:14][CH2:15][C:16]2[CH:21]=[CH:20][CH:19]=[CH:18][CH:17]=2)=[O:13])[CH2:8][C@H:7]1[O:22][S:23]([C:26]1[CH:32]=[CH:31][C:29]([CH3:30])=[CH:28][CH:27]=1)(=[O:25])=[O:24])=[N+]=[N-].[N:33]([C@H:36]1[C@H:41]([O:42][S:43]([C:46]2[CH:52]=[CH:51][C:49]([CH3:50])=[CH:48][CH:47]=2)(=[O:45])=[O:44])[CH2:40][CH2:39][N:38]([C:53]([O:55][CH2:56][C:57]2[CH:62]=[CH:61][CH:60]=[CH:59][CH:58]=2)=[O:54])[CH2:37]1)=[N+]=[N-]. (6) Given the product [C:11]([C:15]1[CH:20]=[CH:19][CH:18]=[CH:17][C:16]=1[O:21][C:2]1[CH:7]=[CH:6][CH:5]=[CH:4][C:3]=1[N+:8]([O-:10])=[O:9])([CH3:14])([CH3:12])[CH3:13], predict the reactants needed to synthesize it. The reactants are: Cl[C:2]1[CH:7]=[CH:6][CH:5]=[CH:4][C:3]=1[N+:8]([O-:10])=[O:9].[C:11]([C:15]1[CH:20]=[CH:19][CH:18]=[CH:17][C:16]=1[OH:21])([CH3:14])([CH3:13])[CH3:12].C(=O)([O-])[O-].[K+].[K+]. (7) Given the product [CH:20]1([C:23]2[C:31]3[C:26](=[CH:27][C:28]([C:32]([O:34][CH3:35])=[O:33])=[CH:29][CH:30]=3)[N:25]([C:8]3[N:13]=[CH:12][C:11]([C:14]4[CH:19]=[CH:18][CH:17]=[CH:16][CH:15]=4)=[CH:10][N:9]=3)[N:24]=2)[CH2:21][CH2:22]1, predict the reactants needed to synthesize it. The reactants are: CC([O-])(C)C.[K+].Cl[C:8]1[N:13]=[CH:12][C:11]([C:14]2[CH:19]=[CH:18][CH:17]=[CH:16][CH:15]=2)=[CH:10][N:9]=1.[CH:20]1([C:23]2[C:31]3[C:26](=[CH:27][C:28]([C:32]([O:34][CH3:35])=[O:33])=[CH:29][CH:30]=3)[NH:25][N:24]=2)[CH2:22][CH2:21]1.